Dataset: Full USPTO retrosynthesis dataset with 1.9M reactions from patents (1976-2016). Task: Predict the reactants needed to synthesize the given product. (1) Given the product [CH:1]1([N:6]2[C:10]3[NH:11][C:12]4[N:13]([CH2:27][CH2:26][CH:17]([CH2:18][C:19]5[N:20]=[CH:21][C:22]([CH3:25])=[CH:23][N:24]=5)[N:16]=4)[C:14](=[O:15])[C:9]=3[CH:8]=[N:7]2)[CH2:2][CH2:3][CH2:4][CH2:5]1, predict the reactants needed to synthesize it. The reactants are: [CH:1]1([N:6]2[C:10]3[N:11]=[C:12]([NH:16][CH:17]([CH2:26][CH2:27]O)[CH2:18][C:19]4[N:24]=[CH:23][C:22]([CH3:25])=[CH:21][N:20]=4)[NH:13][C:14](=[O:15])[C:9]=3[CH:8]=[N:7]2)[CH2:5][CH2:4][CH2:3][CH2:2]1.[H-].[Na+].CC1C=CC(S(Cl)(=O)=O)=CC=1.O. (2) Given the product [F:1][C:2]([F:26])([F:25])[CH2:3][NH:4][C:5]([C:7]1([CH2:20][CH2:21][CH2:22][CH2:23][N:40]2[CH2:41][CH2:42][N:37]([C:29]3[N:28]([CH3:27])[C:32]4[CH:33]=[CH:34][CH:35]=[CH:36][C:31]=4[N:30]=3)[CH2:38][CH2:39]2)[C:19]2[CH:18]=[CH:17][CH:16]=[CH:15][C:14]=2[C:13]2[C:8]1=[CH:9][CH:10]=[CH:11][CH:12]=2)=[O:6], predict the reactants needed to synthesize it. The reactants are: [F:1][C:2]([F:26])([F:25])[CH2:3][NH:4][C:5]([C:7]1([CH2:20][CH2:21][CH2:22][CH2:23]Br)[C:19]2[CH:18]=[CH:17][CH:16]=[CH:15][C:14]=2[C:13]2[C:8]1=[CH:9][CH:10]=[CH:11][CH:12]=2)=[O:6].[CH3:27][N:28]1[C:32]2[CH:33]=[CH:34][CH:35]=[CH:36][C:31]=2[N:30]=[C:29]1[N:37]1[CH2:42][CH2:41][NH:40][CH2:39][CH2:38]1. (3) Given the product [CH2:1]([O:3][C:4]([C:6]1[NH:7][C:8]2[C:13]([C:14]=1[CH:24]=[O:25])=[CH:12][CH:11]=[C:10]([Cl:15])[CH:9]=2)=[O:5])[CH3:2], predict the reactants needed to synthesize it. The reactants are: [CH2:1]([O:3][C:4]([C:6]1[NH:7][C:8]2[C:13]([CH:14]=1)=[CH:12][CH:11]=[C:10]([Cl:15])[CH:9]=2)=[O:5])[CH3:2].O=P(Cl)(Cl)Cl.CN([CH:24]=[O:25])C. (4) The reactants are: [CH3:1][C:2]1[C:3]([NH:8][C:9]2[S:10][CH:11]=[C:12]([C:14]3[CH:19]=[CH:18][CH:17]=[CH:16][N:15]=3)[N:13]=2)=[N:4][CH:5]=[CH:6][CH:7]=1.[Br:20]N1C(=O)CCC1=O. Given the product [Br:20][C:11]1[S:10][C:9]([NH:8][C:3]2[C:2]([CH3:1])=[CH:7][CH:6]=[CH:5][N:4]=2)=[N:13][C:12]=1[C:14]1[CH:19]=[CH:18][CH:17]=[CH:16][N:15]=1, predict the reactants needed to synthesize it.